From a dataset of Full USPTO retrosynthesis dataset with 1.9M reactions from patents (1976-2016). Predict the reactants needed to synthesize the given product. (1) Given the product [CH:1]1[CH:2]=[CH:3][N:4]2[CH2:10][C:9]3[CH:11]=[CH:12][CH:13]=[CH:14][C:8]=3[N:7]([C:15]([C:17]3[CH:22]=[CH:21][C:20]([C:41]4[CH2:42][CH2:43][CH2:44][C:39](=[O:38])[C:40]=4[CH3:46])=[C:19]([CH3:32])[CH:18]=3)=[O:16])[CH2:6][C:5]=12, predict the reactants needed to synthesize it. The reactants are: [CH:1]1[CH:2]=[CH:3][N:4]2[CH2:10][C:9]3[CH:11]=[CH:12][CH:13]=[CH:14][C:8]=3[N:7]([C:15]([C:17]3[CH:22]=[CH:21][C:20](B4OC(C)(C)C(C)(C)O4)=[C:19]([CH3:32])[CH:18]=3)=[O:16])[CH2:6][C:5]=12.FC(F)(F)S([O:38][C:39]1[CH2:44][CH2:43][CH2:42][C:41](=O)[C:40]=1[CH3:46])(=O)=O.C(=O)([O-])[O-].[Na+].[Na+]. (2) Given the product [ClH:3].[CH2:5]([C:7]1[N:8]=[C:9]2[CH:14]=[CH:13][CH:12]=[C:11]([CH2:15][Cl:3])[N:10]2[CH:17]=1)[CH3:6], predict the reactants needed to synthesize it. The reactants are: S(Cl)([Cl:3])=O.[CH2:5]([C:7]1[N:8]=[C:9]2[CH:14]=[CH:13][CH:12]=[C:11]([CH2:15]O)[N:10]2[CH:17]=1)[CH3:6]. (3) Given the product [C:33]([C:35](=[CH:21][C:20]1[CH:23]=[CH:24][C:17]([NH:16][C:13]2[N:14]=[C:15]3[C:7]([C:1](=[O:6])[C:2]([CH3:5])([CH3:3])[CH3:4])=[CH:8][N:9]([CH2:25][O:26][CH2:27][CH2:28][Si:29]([CH3:32])([CH3:31])[CH3:30])[C:10]3=[N:11][CH:12]=2)=[CH:18][CH:19]=1)[C:36]([NH:38][CH3:39])=[O:37])#[N:34], predict the reactants needed to synthesize it. The reactants are: [C:1]([C:7]1[C:15]2[C:10](=[N:11][CH:12]=[C:13]([NH:16][C:17]3[CH:24]=[CH:23][C:20]([CH:21]=O)=[CH:19][CH:18]=3)[N:14]=2)[N:9]([CH2:25][O:26][CH2:27][CH2:28][Si:29]([CH3:32])([CH3:31])[CH3:30])[CH:8]=1)(=[O:6])[C:2]([CH3:5])([CH3:4])[CH3:3].[C:33]([CH2:35][C:36]([NH:38][CH3:39])=[O:37])#[N:34].C(O)(=O)C.N1CCCCC1. (4) Given the product [NH2:28][C:26](=[O:27])[C:25](=[O:29])[CH:24]([NH:23][C:20]([C@H:5]1[CH2:4][CH2:3][C:2](=[O:1])[N:6]1[CH2:7][C:8]1[C:13]([C:14]([F:17])([F:16])[F:15])=[CH:12][CH:11]=[CH:10][C:9]=1[O:18][CH3:19])=[O:22])[CH2:30][C:31]1[CH:32]=[CH:33][CH:34]=[CH:35][CH:36]=1, predict the reactants needed to synthesize it. The reactants are: [O:1]=[C:2]1[N:6]([CH2:7][C:8]2[C:13]([C:14]([F:17])([F:16])[F:15])=[CH:12][CH:11]=[CH:10][C:9]=2[O:18][CH3:19])[C@@H:5]([C:20]([OH:22])=O)[CH2:4][CH2:3]1.[NH2:23][CH:24]([CH2:30][C:31]1[CH:36]=[CH:35][CH:34]=[CH:33][CH:32]=1)[CH:25]([OH:29])[C:26]([NH2:28])=[O:27].O[NH-].O=[N-]. (5) Given the product [CH3:1][O:2][C:3](=[O:40])[N:4]([CH2:5][C:6]1[CH:7]=[C:8]([C:14]([F:17])([F:16])[F:15])[CH:9]=[C:10]([CH2:12][CH3:13])[CH:11]=1)[CH2:18][C:19]1[CH:24]=[C:23]([C:25]([F:28])([F:27])[F:26])[CH:22]=[CH:21][C:20]=1[C:29]1[CH:34]=[C:33]([CH:35]([CH3:37])[CH3:36])[CH:32]=[CH:31][C:30]=1[O:38][CH3:39], predict the reactants needed to synthesize it. The reactants are: [CH3:1][O:2][C:3](=[O:40])[N:4]([CH2:18][C:19]1[CH:24]=[C:23]([C:25]([F:28])([F:27])[F:26])[CH:22]=[CH:21][C:20]=1[C:29]1[CH:34]=[C:33]([CH:35]([CH3:37])[CH3:36])[CH:32]=[CH:31][C:30]=1[O:38][CH3:39])[CH2:5][C:6]1[CH:11]=[C:10]([CH:12]=[CH2:13])[CH:9]=[C:8]([C:14]([F:17])([F:16])[F:15])[CH:7]=1. (6) Given the product [Cl:35][C:9]1[CH:10]=[C:11]2[N:16]=[C:15]([O:17][C@@H:18]3[CH2:19][O:20][C@@H:21]4[C@H:25]([OH:26])[CH2:24][O:23][C@H:22]34)[N:14]([CH2:27][O:28][CH2:29][CH2:30][Si:31]([CH3:34])([CH3:33])[CH3:32])[C:12]2=[N:13][C:8]=1[C:5]1[CH:6]=[CH:7][C:2]([C:42]2[CH:43]=[CH:44][C:39]([C:36]([OH:38])=[O:37])=[CH:40][CH:41]=2)=[CH:3][CH:4]=1, predict the reactants needed to synthesize it. The reactants are: Br[C:2]1[CH:7]=[CH:6][C:5]([C:8]2[N:13]=[C:12]3[N:14]([CH2:27][O:28][CH2:29][CH2:30][Si:31]([CH3:34])([CH3:33])[CH3:32])[C:15]([O:17][C@H:18]4[C@H:22]5[O:23][CH2:24][C@@H:25]([OH:26])[C@H:21]5[O:20][CH2:19]4)=[N:16][C:11]3=[CH:10][C:9]=2[Cl:35])=[CH:4][CH:3]=1.[C:36]([C:39]1[CH:44]=[CH:43][C:42](B(O)O)=[CH:41][CH:40]=1)([OH:38])=[O:37].